Dataset: Forward reaction prediction with 1.9M reactions from USPTO patents (1976-2016). Task: Predict the product of the given reaction. Given the reactants [Cl:1][C:2]1[N:10]=[C:9]2[C:5]([N:6]([CH2:11][C@H:12]3[CH2:17][CH2:16][C@H:15]([CH3:18])[CH2:14][CH2:13]3)[CH:7]=[N:8]2)=[C:4]([C:19]2[CH:24]=[CH:23][CH:22]=[C:21]([Cl:25])[CH:20]=2)[N:3]=1.C1C(=O)N([Br:33])C(=O)C1, predict the reaction product. The product is: [Br:33][C:7]1[N:6]([CH2:11][C@H:12]2[CH2:17][CH2:16][C@H:15]([CH3:18])[CH2:14][CH2:13]2)[C:5]2[C:9](=[N:10][C:2]([Cl:1])=[N:3][C:4]=2[C:19]2[CH:24]=[CH:23][CH:22]=[C:21]([Cl:25])[CH:20]=2)[N:8]=1.